This data is from Forward reaction prediction with 1.9M reactions from USPTO patents (1976-2016). The task is: Predict the product of the given reaction. (1) Given the reactants Br[C:2]1[N:3]=[CH:4][C:5]([NH2:8])=[N:6][CH:7]=1.C1(P(C2C=CC=CC=2)C2C=CC=CC=2)C=CC=CC=1.C([Sn](CCCC)(CCCC)[C:33]1[CH:38]=[CH:37][CH:36]=[CH:35][N:34]=1)CCC, predict the reaction product. The product is: [N:34]1[CH:35]=[CH:36][CH:37]=[CH:38][C:33]=1[C:2]1[N:3]=[CH:4][C:5]([NH2:8])=[N:6][CH:7]=1. (2) Given the reactants [OH:1][C:2]1[C:11]2[C:10]([CH3:13])([CH3:12])[CH2:9][CH2:8][C:7]([CH3:15])([CH3:14])[C:6]=2[CH:5]=[C:4]([Se:16][C:17]#[C:18][C:19]2[CH:28]=[CH:27][C:22]([C:23]([O:25][CH3:26])=[O:24])=[CH:21][CH:20]=2)[CH:3]=1.C(=O)([O-])[O-].[K+].[K+].[C:35]([C:39]1[CH:46]=[CH:45][C:42]([CH2:43]Br)=[CH:41][CH:40]=1)([CH3:38])([CH3:37])[CH3:36], predict the reaction product. The product is: [CH3:13][C:10]1([CH3:12])[CH2:9][CH2:8][C:7]([CH3:14])([CH3:15])[C:6]2[CH:5]=[C:4]([Se:16][C:17]#[C:18][C:19]3[CH:28]=[CH:27][C:22]([C:23]([O:25][CH3:26])=[O:24])=[CH:21][CH:20]=3)[CH:3]=[C:2]([O:1][CH2:43][C:42]3[CH:45]=[CH:46][C:39]([C:35]([CH3:38])([CH3:37])[CH3:36])=[CH:40][CH:41]=3)[C:11]1=2. (3) Given the reactants C([O:3][C:4]([C:6]([CH3:30])([CH3:29])[C:7]1[CH:12]=[CH:11][C:10]([NH:13][C:14]2[N:19]=[C:18]([NH:20][C:21]3[CH:26]=[CH:25][CH:24]=[C:23]([OH:27])[CH:22]=3)[C:17]([F:28])=[CH:16][N:15]=2)=[CH:9][CH:8]=1)=O)C.CC(C[AlH]CC(C)C)C, predict the reaction product. The product is: [F:28][C:17]1[C:18]([NH:20][C:21]2[CH:26]=[CH:25][CH:24]=[C:23]([OH:27])[CH:22]=2)=[N:19][C:14]([NH:13][C:10]2[CH:11]=[CH:12][C:7]([C:6]([CH3:30])([CH3:29])[CH2:4][OH:3])=[CH:8][CH:9]=2)=[N:15][CH:16]=1. (4) Given the reactants C(OC([N:8]1[CH2:13][CH2:12][CH:11]([N:14]([C:16]2[CH:21]=[C:20]([Cl:22])[N:19]=[C:18]([C:23](=[O:35])[NH:24][CH2:25][C:26]3[C:27](=[O:34])[NH:28][C:29]([CH3:33])=[CH:30][C:31]=3[CH3:32])[C:17]=2[Cl:36])[CH3:15])[CH2:10][CH2:9]1)=O)(C)(C)C, predict the reaction product. The product is: [ClH:22].[Cl:36][C:17]1[C:18]([C:23]([NH:24][CH2:25][C:26]2[C:27](=[O:34])[NH:28][C:29]([CH3:33])=[CH:30][C:31]=2[CH3:32])=[O:35])=[N:19][C:20]([Cl:22])=[CH:21][C:16]=1[N:14]([CH3:15])[CH:11]1[CH2:10][CH2:9][NH:8][CH2:13][CH2:12]1. (5) Given the reactants [Cl:1][C:2]1[C:3]([CH3:13])=[CH:4][C:5]([O:11][CH3:12])=[C:6]([C:8](=[O:10])[CH3:9])[CH:7]=1.[Br:14]N1C(=O)CCC1=O, predict the reaction product. The product is: [Br:14][C:4]1[C:5]([O:11][CH3:12])=[C:6]([C:8](=[O:10])[CH3:9])[CH:7]=[C:2]([Cl:1])[C:3]=1[CH3:13]. (6) Given the reactants [CH3:1][N:2]1[C:6]([CH:7]=O)=[CH:5][CH:4]=[N:3]1.C1CCN2[C:12](=[N:13]CCC2)[CH2:11]C1, predict the reaction product. The product is: [CH3:1][N:2]1[C:6]([CH:7]=[CH:11][C:12]#[N:13])=[CH:5][CH:4]=[N:3]1.